This data is from Full USPTO retrosynthesis dataset with 1.9M reactions from patents (1976-2016). The task is: Predict the reactants needed to synthesize the given product. (1) Given the product [CH3:24][N:25]1[C:26](=[O:47])[C:27]([NH:40][C:41]2[CH:46]=[CH:45][N:44]=[CH:43][N:42]=2)=[CH:28][C:29]([C:2]2[CH:7]=[CH:6][N:5]=[C:4]([N:8]3[C:20](=[O:21])[C:19]4[S:18][C:17]5[CH2:16][CH2:15][CH2:14][CH2:13][C:12]=5[C:11]=4[CH:10]=[N:9]3)[C:3]=2[CH:22]=[O:23])=[CH:30]1, predict the reactants needed to synthesize it. The reactants are: Cl[C:2]1[CH:7]=[CH:6][N:5]=[C:4]([N:8]2[C:20](=[O:21])[C:19]3[S:18][C:17]4[CH2:16][CH2:15][CH2:14][CH2:13][C:12]=4[C:11]=3[CH:10]=[N:9]2)[C:3]=1[CH:22]=[O:23].[CH3:24][N:25]1[CH:30]=[C:29](B2OC(C)(C)C(C)(C)O2)[CH:28]=[C:27]([NH:40][C:41]2[CH:46]=[CH:45][N:44]=[CH:43][N:42]=2)[C:26]1=[O:47].C([O-])(=O)C.[Na+].[O-]P([O-])([O-])=O.[K+].[K+].[K+]. (2) Given the product [C:11]([NH:1][C:2]1[CH:9]=[CH:8][C:5]([C:6]#[N:7])=[CH:4][C:3]=1[I:10])(=[O:13])[CH3:12], predict the reactants needed to synthesize it. The reactants are: [NH2:1][C:2]1[CH:9]=[CH:8][C:5]([C:6]#[N:7])=[CH:4][C:3]=1[I:10].[C:11](OC(=O)C)(=[O:13])[CH3:12]. (3) The reactants are: Cl.[NH2:2][C:3]1[C:4]([C:25]([NH:27][C:28]2[CH:29]=[N:30][CH:31]=[CH:32][CH:33]=2)=[O:26])=[N:5][C:6]([C:9]2[CH:14]=[CH:13][C:12]([S:15]([N:18]3[CH2:23][CH2:22][N:21]([CH3:24])[CH2:20][CH2:19]3)(=[O:17])=[O:16])=[CH:11][CH:10]=2)=[CH:7][N:8]=1.C(Cl)[Cl:35].CO. Given the product [ClH:35].[NH2:2][C:3]1[C:4]([C:25]([NH:27][C:28]2[CH:29]=[N:30][CH:31]=[CH:32][CH:33]=2)=[O:26])=[N:5][C:6]([C:9]2[CH:14]=[CH:13][C:12]([S:15]([N:18]3[CH2:23][CH2:22][N:21]([CH3:24])[CH2:20][CH2:19]3)(=[O:16])=[O:17])=[CH:11][CH:10]=2)=[CH:7][N:8]=1, predict the reactants needed to synthesize it. (4) Given the product [CH3:1][C:2]1[CH:23]=[CH:22][C:5]([CH2:6][OH:7])=[CH:4][C:3]=1[O:24][CH2:25][CH2:26][O:27][Si:28]([CH:35]([CH3:37])[CH3:36])([CH:29]([CH3:31])[CH3:30])[CH:32]([CH3:34])[CH3:33], predict the reactants needed to synthesize it. The reactants are: [CH3:1][C:2]1[CH:23]=[CH:22][C:5]([C:6](OCCO[Si](C(C)C)(C(C)C)C(C)C)=[O:7])=[CH:4][C:3]=1[O:24][CH2:25][CH2:26][O:27][Si:28]([CH:35]([CH3:37])[CH3:36])([CH:32]([CH3:34])[CH3:33])[CH:29]([CH3:31])[CH3:30].[H-].[Al+3].[Li+].[H-].[H-].[H-].[OH-].[Na+].Cl. (5) Given the product [CH3:14][O:15][C:16](=[O:24])[CH2:17][CH2:18][CH2:19][CH2:20][C:21]1[O:23][C:2]([CH3:13])=[C:3]([C:5]2[CH:10]=[CH:9][CH:8]=[CH:7][C:6]=2[O:11][CH3:12])[N:22]=1, predict the reactants needed to synthesize it. The reactants are: Br[CH:2]([CH3:13])[C:3]([C:5]1[CH:10]=[CH:9][CH:8]=[CH:7][C:6]=1[O:11][CH3:12])=O.[CH3:14][O:15][C:16](=[O:24])[CH2:17][CH2:18][CH2:19][CH2:20][C:21](=[O:23])[NH2:22].